The task is: Predict the reaction yield, written as a fraction of the theoretical maximum amount of product (1.0 means a 100% yield; for example, 0.34 means a 34% yield).. This data is from Reaction yield outcomes from USPTO patents with 853,638 reactions. (1) The product is [Br:1][C:5]1[CH:4]=[N:3][C:8]2[NH:9][C:10](=[O:14])[CH2:11][CH2:12][CH2:13][C:7]=2[CH:6]=1. The yield is 0.470. The catalyst is C(Cl)Cl. The reactants are [Br:1]Br.[N:3]1[C:8]2[NH:9][C:10](=[O:14])[CH2:11][CH2:12][CH2:13][C:7]=2[CH:6]=[CH:5][CH:4]=1.C([O-])([O-])=O.[K+].[K+]. (2) The reactants are [Br:1]Br.[OH:3][C:4]1[CH:5]=[C:6]2[C:11](=[CH:12][CH:13]=1)[CH:10]=[C:9]([CH2:14][N:15]([CH3:29])[C:16]([C:18]1[C:22]3[CH:23]=[CH:24][CH:25]=[CH:26][C:21]=3[O:20][C:19]=1[CH2:27][CH3:28])=[O:17])[CH:8]=[CH:7]2. The catalyst is C(O)(=O)C. The product is [Br:1][C:5]1[C:4]([OH:3])=[CH:13][CH:12]=[C:11]2[C:6]=1[CH:7]=[CH:8][C:9]([CH2:14][N:15]([CH3:29])[C:16]([C:18]1[C:22]3[CH:23]=[CH:24][CH:25]=[CH:26][C:21]=3[O:20][C:19]=1[CH2:27][CH3:28])=[O:17])=[CH:10]2. The yield is 0.950.